This data is from Reaction yield outcomes from USPTO patents with 853,638 reactions. The task is: Predict the reaction yield, written as a fraction of the theoretical maximum amount of product (1.0 means a 100% yield; for example, 0.34 means a 34% yield). (1) The reactants are [NH2:1][C@H:2]([C:5]1[CH:10]=[CH:9][CH:8]=[CH:7][CH:6]=1)[CH2:3][OH:4].CCN(CC)CC.[Cl:18][C:19]1[CH:24]=[CH:23][C:22]([S:25](Cl)(=[O:27])=[O:26])=[CH:21][CH:20]=1.O. The catalyst is ClCCl. The product is [Cl:18][C:19]1[CH:24]=[CH:23][C:22]([S:25]([NH:1][C@H:2]([C:5]2[CH:10]=[CH:9][CH:8]=[CH:7][CH:6]=2)[CH2:3][OH:4])(=[O:27])=[O:26])=[CH:21][CH:20]=1. The yield is 0.630. (2) The reactants are Br[C:2]1[C:7](=[O:8])[CH:6]=[CH:5][N:4]([C:9]2[CH:14]=[CH:13][CH:12]=[C:11]([C:15]([F:18])([F:17])[F:16])[CH:10]=2)[N:3]=1.[C:19]1([C:25]2[C:29](B(O)O)=[CH:28][N:27]([C:33]([C:46]3[CH:51]=[CH:50][CH:49]=[CH:48][CH:47]=3)([C:40]3[CH:45]=[CH:44][CH:43]=[CH:42][CH:41]=3)[C:34]3[CH:39]=[CH:38][CH:37]=[CH:36][CH:35]=3)[N:26]=2)[CH:24]=[CH:23][CH:22]=[CH:21][CH:20]=1.C([O-])([O-])=O.[Na+].[Na+].COCCOC. The catalyst is C1C=CC([P]([Pd]([P](C2C=CC=CC=2)(C2C=CC=CC=2)C2C=CC=CC=2)([P](C2C=CC=CC=2)(C2C=CC=CC=2)C2C=CC=CC=2)[P](C2C=CC=CC=2)(C2C=CC=CC=2)C2C=CC=CC=2)(C2C=CC=CC=2)C2C=CC=CC=2)=CC=1.O. The product is [C:19]1([C:25]2[C:29]([C:2]3[C:7](=[O:8])[CH:6]=[CH:5][N:4]([C:9]4[CH:14]=[CH:13][CH:12]=[C:11]([C:15]([F:18])([F:17])[F:16])[CH:10]=4)[N:3]=3)=[CH:28][N:27]([C:33]([C:46]3[CH:51]=[CH:50][CH:49]=[CH:48][CH:47]=3)([C:40]3[CH:41]=[CH:42][CH:43]=[CH:44][CH:45]=3)[C:34]3[CH:39]=[CH:38][CH:37]=[CH:36][CH:35]=3)[N:26]=2)[CH:24]=[CH:23][CH:22]=[CH:21][CH:20]=1. The yield is 0.670. (3) The product is [NH2:1][C:4]1[N:8]=[CH:7][N:6]([C:9]2[CH:16]=[CH:15][C:14](/[CH:17]=[CH:18]/[CH:19]([C:24]3[CH:25]=[C:26]([Cl:32])[C:27]([Cl:31])=[C:28]([Cl:30])[CH:29]=3)[C:20]([F:21])([F:22])[F:23])=[CH:13][C:10]=2[C:11]#[N:12])[N:5]=1. The reactants are [N+:1]([C:4]1[N:8]=[CH:7][N:6]([C:9]2[CH:16]=[CH:15][C:14](/[CH:17]=[CH:18]/[CH:19]([C:24]3[CH:29]=[C:28]([Cl:30])[C:27]([Cl:31])=[C:26]([Cl:32])[CH:25]=3)[C:20]([F:23])([F:22])[F:21])=[CH:13][C:10]=2[C:11]#[N:12])[N:5]=1)([O-])=O.[NH4+].[Cl-]. The yield is 0.890. The catalyst is CO.[Zn].